This data is from Full USPTO retrosynthesis dataset with 1.9M reactions from patents (1976-2016). The task is: Predict the reactants needed to synthesize the given product. (1) Given the product [N:60]([C:63]1[CH:92]=[CH:91][C:66]([CH2:67][O:68][C:69]([NH:71][CH2:72][CH2:73][CH2:74][CH2:75][C@@H:76]([NH:83][C:84]([O:86][C:87]([CH3:88])([CH3:89])[CH3:90])=[O:85])[C:77]([O:40][C@H:39]2[C@@H:38]([OH:41])[C@H:37]([N:42]3[CH:50]=[N:49][C:48]4[C:43]3=[N:44][CH:45]=[N:46][C:47]=4[NH2:51])[O:36][C@H:35]2[CH2:34][O:33][P:30]([O:29][C@H:28]2[CH2:27][C@H:26]([N:52]3[CH:57]=[CH:56][C:55]([NH2:58])=[N:54][C:53]3=[O:59])[O:25][C@@H:24]2[CH2:23][O:22][P:18]([OH:21])([OH:20])=[O:19])([OH:32])=[O:31])=[O:78])=[O:70])=[CH:65][CH:64]=1)=[N+:61]=[N-:62], predict the reactants needed to synthesize it. The reactants are: C([N+](CCCC)(CCCC)CCCC)CCC.[P:18]([O:22][CH2:23][C@@H:24]1[C@@H:28]([O:29][P:30]([O:33][CH2:34][C@@H:35]2[C@@H:39]([OH:40])[C@@H:38]([OH:41])[C@H:37]([N:42]3[CH:50]=[N:49][C:48]4[C:43]3=[N:44][CH:45]=[N:46][C:47]=4[NH2:51])[O:36]2)([OH:32])=[O:31])[CH2:27][C@H:26]([N:52]2[CH:57]=[CH:56][C:55]([NH2:58])=[N:54][C:53]2=[O:59])[O:25]1)([OH:21])([OH:20])=[O:19].[N:60]([C:63]1[CH:92]=[CH:91][C:66]([CH2:67][O:68][C:69]([NH:71][CH2:72][CH2:73][CH2:74][CH2:75][C@H:76]([NH:83][C:84]([O:86][C:87]([CH3:90])([CH3:89])[CH3:88])=[O:85])[C:77](OCC#N)=[O:78])=[O:70])=[CH:65][CH:64]=1)=[N+:61]=[N-:62]. (2) Given the product [CH3:49][O:48][C:45]1[CH:44]=[CH:43][C:42]([CH2:41][N:31]([CH2:32][C:33]2[CH:34]=[CH:35][C:36]([O:39][CH3:40])=[CH:37][CH:38]=2)[C:26]2[N:27]=[C:28]([CH3:30])[N:29]=[C:24]([C:13]3[CH:14]=[CH:15][C:16]([C:18]4[CH:23]=[CH:22][N:21]=[CH:20][CH:19]=4)=[N:17][C:12]=3[NH:10][C:4]3[CH:5]=[N:6][C:7]([O:8][CH3:9])=[C:2]([F:1])[CH:3]=3)[N:25]=2)=[CH:47][CH:46]=1, predict the reactants needed to synthesize it. The reactants are: [F:1][C:2]1[CH:3]=[C:4]([NH2:10])[CH:5]=[N:6][C:7]=1[O:8][CH3:9].F[C:12]1[N:17]=[C:16]([C:18]2[CH:23]=[CH:22][N:21]=[CH:20][CH:19]=2)[CH:15]=[CH:14][C:13]=1[C:24]1[N:29]=[C:28]([CH3:30])[N:27]=[C:26]([N:31]([CH2:41][C:42]2[CH:47]=[CH:46][C:45]([O:48][CH3:49])=[CH:44][CH:43]=2)[CH2:32][C:33]2[CH:38]=[CH:37][C:36]([O:39][CH3:40])=[CH:35][CH:34]=2)[N:25]=1. (3) Given the product [F:29][CH:2]([F:1])[C@@H:3]1[C@@H:11]2[C@@:6]([C:21]3[CH:26]=[CH:25][CH:24]=[C:23]([F:27])[C:22]=3[F:28])([N:7]=[C:8]([NH2:12])[S:9][CH2:10]2)[CH2:5][O:4]1, predict the reactants needed to synthesize it. The reactants are: [F:1][CH:2]([F:29])[C@@H:3]1[C@@H:11]2[C@@:6]([C:21]3[CH:26]=[CH:25][CH:24]=[C:23]([F:27])[C:22]=3[F:28])([N:7]=[C:8]([NH:12]C(=O)C3C=CC=CC=3)[S:9][CH2:10]2)[CH2:5][O:4]1.N12CCCN=C1CCCCC2.